This data is from Full USPTO retrosynthesis dataset with 1.9M reactions from patents (1976-2016). The task is: Predict the reactants needed to synthesize the given product. (1) Given the product [F:8][C:9]1[CH:26]=[CH:25][C:12]([NH:13][C:14]2[CH:23]=[C:22]([CH:29]=[CH:28][CH2:27][C:30]3[CH:35]=[CH:34][CH:33]=[CH:32][CH:31]=3)[CH:21]=[CH:20][C:15]=2[C:16]([O:18][CH3:19])=[O:17])=[CH:11][CH:10]=1, predict the reactants needed to synthesize it. The reactants are: C1(C)C=CC=CC=1.[F:8][C:9]1[CH:26]=[CH:25][C:12]([NH:13][C:14]2[CH:23]=[C:22](I)[CH:21]=[CH:20][C:15]=2[C:16]([O:18][CH3:19])=[O:17])=[CH:11][CH:10]=1.[CH2:27]([C:30]1[CH:35]=[CH:34][CH:33]=[CH:32][CH:31]=1)[CH:28]=[CH2:29]. (2) Given the product [F:1][C:2]1[CH:3]=[CH:4][C:5]([C:8]2[N:9]=[C:10]([N:28]3[CH2:29][CH2:30][NH:31][CH2:32][CH2:33]3)[O:11][C:12]=2[C:13]2[CH:18]=[CH:17][N:16]=[C:15]([NH:19][C@H:20]([C:22]3[CH:27]=[CH:26][CH:25]=[CH:24][CH:23]=3)[CH3:21])[N:14]=2)=[CH:6][CH:7]=1, predict the reactants needed to synthesize it. The reactants are: [F:1][C:2]1[CH:7]=[CH:6][C:5]([C:8]2[N:9]=[C:10]([N:28]3[CH2:33][CH2:32][N:31](OCC)[CH2:30][C:29]3=C=O)[O:11][C:12]=2[C:13]2[CH:18]=[CH:17][N:16]=[C:15]([NH:19][C@H:20]([C:22]3[CH:27]=[CH:26][CH:25]=[CH:24][CH:23]=3)[CH3:21])[N:14]=2)=[CH:4][CH:3]=1.C[Si](I)(C)C.Cl.C([O-])([O-])=O.[Na+].[Na+]. (3) Given the product [OH2:4].[OH2:45].[S:44]([O:46][S:44]([OH:47])(=[O:46])=[O:45])([OH:45])(=[O:48])=[O:47].[CH:1]([O:4][C:5]([C:7]1[C@@H:8]([C:35]2[CH:40]=[CH:39][CH:38]=[C:37]([N+:41]([O-:43])=[O:42])[CH:36]=2)[C:9]([C:15]([O:17][CH:18]2[CH2:19][N:20]([CH:22]([C:29]3[CH:34]=[CH:33][CH:32]=[CH:31][CH:30]=3)[C:23]3[CH:28]=[CH:27][CH:26]=[CH:25][CH:24]=3)[CH2:21]2)=[O:16])=[C:10]([NH2:14])[NH:11][C:12]=1[CH3:13])=[O:6])([CH3:3])[CH3:2], predict the reactants needed to synthesize it. The reactants are: [CH:1]([O:4][C:5]([C:7]1[C@@H:8]([C:35]2[CH:40]=[CH:39][CH:38]=[C:37]([N+:41]([O-:43])=[O:42])[CH:36]=2)[C:9]([C:15]([O:17][CH:18]2[CH2:21][N:20]([CH:22]([C:29]3[CH:34]=[CH:33][CH:32]=[CH:31][CH:30]=3)[C:23]3[CH:28]=[CH:27][CH:26]=[CH:25][CH:24]=3)[CH2:19]2)=[O:16])=[C:10]([NH2:14])[NH:11][C:12]=1[CH3:13])=[O:6])([CH3:3])[CH3:2].[S:44](=[O:48])(=[O:47])([OH:46])[OH:45]. (4) Given the product [CH3:32][NH:33][CH2:27][C:26]1[CH:29]=[CH:30][C:23]([C:19]2[CH:20]=[N:21][CH:22]=[C:17]([C:10]3[C:11]4[CH:16]=[CH:15][NH:14][C:12]=4[N:13]=[C:8]([C:6]4[CH:5]=[CH:4][CH:3]=[C:2]([CH3:1])[N:7]=4)[N:9]=3)[CH:18]=2)=[CH:24][CH:25]=1, predict the reactants needed to synthesize it. The reactants are: [CH3:1][C:2]1[N:7]=[C:6]([C:8]2[N:9]=[C:10]([C:17]3[CH:18]=[C:19]([C:23]4[CH:30]=[CH:29][C:26]([CH:27]=O)=[CH:25][CH:24]=4)[CH:20]=[N:21][CH:22]=3)[C:11]3[CH:16]=[CH:15][NH:14][C:12]=3[N:13]=2)[CH:5]=[CH:4][CH:3]=1.Cl.[CH3:32][NH2:33].CC(O)=O.[BH-](OC(C)=O)(OC(C)=O)OC(C)=O.[Na+]. (5) Given the product [F:23][C:24]1[CH:29]=[CH:28][C:27]([CH2:30][CH2:31][NH:32][C:1](=[O:7])/[CH:2]=[CH:3]/[CH2:4][CH3:5])=[CH:26][CH:25]=1, predict the reactants needed to synthesize it. The reactants are: [C:1]([OH:7])(=O)/[CH:2]=[CH:3]/[CH2:4][CH3:5].CN1CCOCC1.ClC(OCC(C)C)=O.[F:23][C:24]1[CH:29]=[CH:28][C:27]([CH2:30][CH2:31][NH2:32])=[CH:26][CH:25]=1. (6) Given the product [F:38][C:22]1[CH:21]=[C:20]([CH:25]=[CH:24][C:23]=1[NH:26][C:27]([NH:29][C:30]1[CH:35]=[C:34]([CH3:36])[CH:33]=[CH:32][C:31]=1[F:37])=[O:28])[O:19][C:16]1[CH:15]=[CH:14][N:13]=[C:12]2[CH:11]=[C:10]([C:8]([NH:7][CH2:6][CH2:5][CH:4]=[O:3])=[O:9])[S:18][C:17]=12, predict the reactants needed to synthesize it. The reactants are: C([O:3][CH:4](OCC)[CH2:5][CH2:6][NH:7][C:8]([C:10]1[S:18][C:17]2[C:12](=[N:13][CH:14]=[CH:15][C:16]=2[O:19][C:20]2[CH:25]=[CH:24][C:23]([NH:26][C:27]([NH:29][C:30]3[CH:35]=[C:34]([CH3:36])[CH:33]=[CH:32][C:31]=3[F:37])=[O:28])=[C:22]([F:38])[CH:21]=2)[CH:11]=1)=[O:9])C.Cl.O.[OH-].[Na+]. (7) Given the product [Cl:4][C:5]1[CH:10]=[CH:9][CH:8]=[CH:7][C:6]=1[C@H:11]([N:21]([C:47]1[CH:52]=[CH:51][CH:50]=[C:49]([F:53])[CH:48]=1)[C:22]([C@@H:24]1[CH2:28][C@@H:27]([O:29][CH2:30][CH2:31][N:2]([CH3:3])[CH3:1])[CH2:26][N:25]1[C:43]([O:45][CH3:46])=[O:44])=[O:23])[C:12]([NH:14][CH:15]1[CH2:16][C:17]([F:20])([F:19])[CH2:18]1)=[O:13], predict the reactants needed to synthesize it. The reactants are: [CH3:1][NH:2][CH3:3].[Cl:4][C:5]1[CH:10]=[CH:9][CH:8]=[CH:7][C:6]=1[C@H:11]([N:21]([C:47]1[CH:52]=[CH:51][CH:50]=[C:49]([F:53])[CH:48]=1)[C:22]([C@@H:24]1[CH2:28][C@@H:27]([O:29][CH2:30][CH2:31]OS(C2C=CC(C)=CC=2)(=O)=O)[CH2:26][N:25]1[C:43]([O:45][CH3:46])=[O:44])=[O:23])[C:12]([NH:14][CH:15]1[CH2:18][C:17]([F:20])([F:19])[CH2:16]1)=[O:13].